This data is from Forward reaction prediction with 1.9M reactions from USPTO patents (1976-2016). The task is: Predict the product of the given reaction. Given the reactants [OH:1][C@@H:2]1[CH2:6][CH2:5][O:4][C:3]1=[O:7].C1(P(C2C=CC=CC=2)C2C=CC=CC=2)C=CC=CC=1.[Br:27][C:28]1[C:33]([CH3:34])=[CH:32][C:31](O)=[C:30]([F:36])[CH:29]=1.N(C(OC(C)(C)C)=O)=NC(OC(C)(C)C)=O, predict the reaction product. The product is: [Br:27][C:28]1[C:33]([CH3:34])=[CH:32][C:31]([O:1][C@H:2]2[CH2:6][CH2:5][O:4][C:3]2=[O:7])=[C:30]([F:36])[CH:29]=1.